This data is from Forward reaction prediction with 1.9M reactions from USPTO patents (1976-2016). The task is: Predict the product of the given reaction. (1) Given the reactants C[O:2][C:3]([C:5]1[N:13]=[CH:12][C:11]2[NH:10][C:9]3[N:14]=[CH:15][C:16]([C:18]4[CH:23]=[CH:22][C:21]([CH2:24][N:25]5[CH2:30][CH2:29][CH2:28][CH2:27][CH2:26]5)=[CH:20][CH:19]=4)=[CH:17][C:8]=3[C:7]=2[CH:6]=1)=O.[NH3:31], predict the reaction product. The product is: [N:25]1([CH2:24][C:21]2[CH:22]=[CH:23][C:18]([C:16]3[CH:15]=[N:14][C:9]4[NH:10][C:11]5[CH:12]=[N:13][C:5]([C:3]([NH2:31])=[O:2])=[CH:6][C:7]=5[C:8]=4[CH:17]=3)=[CH:19][CH:20]=2)[CH2:26][CH2:27][CH2:28][CH2:29][CH2:30]1. (2) Given the reactants [CH3:1][N:2]1[CH2:11][CH2:10][C:9]2[NH:8][C:7](=O)[C:6]([C:13]#[N:14])=[CH:5][C:4]=2[CH2:3]1.P(Cl)(Cl)(Cl)(Cl)[Cl:16].O=P(Cl)(Cl)Cl.C([O-])(O)=O.[Na+], predict the reaction product. The product is: [Cl:16][C:7]1[C:6]([C:13]#[N:14])=[CH:5][C:4]2[CH2:3][N:2]([CH3:1])[CH2:11][CH2:10][C:9]=2[N:8]=1. (3) Given the reactants C[Si](C)(C)N[Si](C)(C)C.[Li].[N:11]1[CH:16]=[CH:15][C:14]([CH2:17][N:18]2[C:23](=[O:24])[CH:22]=[C:21]3[S:25][CH:26]=[CH:27][N:20]3[C:19]2=[O:28])=[CH:13][CH:12]=1.[CH2:29]([N:36]=[C:37]=[O:38])[C:30]1[CH:35]=[CH:34][CH:33]=[CH:32][CH:31]=1.[Cl-].[NH4+], predict the reaction product. The product is: [CH2:29]([NH:36][C:37]([C:26]1[S:25][C:21]2[N:20]([C:19](=[O:28])[N:18]([CH2:17][C:14]3[CH:15]=[CH:16][N:11]=[CH:12][CH:13]=3)[C:23](=[O:24])[CH:22]=2)[CH:27]=1)=[O:38])[C:30]1[CH:35]=[CH:34][CH:33]=[CH:32][CH:31]=1. (4) Given the reactants [C:1]12([OH:11])[CH2:10][CH:5]3[CH2:6][CH:7]([CH2:9][CH:3]([CH2:4]3)[CH2:2]1)[CH2:8]2.[F:12][C:13]([F:20])([F:19])[C:14](=[CH2:18])[C:15]([OH:17])=[O:16], predict the reaction product. The product is: [F:12][C:13]([F:20])([F:19])[C:14](=[CH2:18])[C:15]([O:17][CH:2]([O:11][C:1]12[CH2:8][CH:7]3[CH2:6][CH:5]([CH2:4][CH:3]([CH2:9]3)[CH2:2]1)[CH2:10]2)[CH:1]([CH3:10])[CH3:8])=[O:16]. (5) The product is: [CH3:27][O:26][C:23]1[CH:24]=[C:25]2[C:20](=[CH:21][C:22]=1[O:28][CH2:29][CH2:30][O:31][CH3:32])[N:19]=[CH:18][N:17]=[C:16]2[NH:15][C:4]1[C:3](=[O:2])[C:12]2[C:7]([C:6](=[O:13])[CH:5]=1)=[CH:8][CH:9]=[CH:10][CH:11]=2. Given the reactants C[O:2][C:3]1[C:12]2[C:7](=[CH:8][CH:9]=[CH:10][CH:11]=2)[C:6]([O:13]C)=[CH:5][C:4]=1[NH:15][C:16]1[C:25]2[C:20](=[CH:21][C:22]([O:28][CH2:29][CH2:30][O:31][CH3:32])=[C:23]([O:26][CH3:27])[CH:24]=2)[N:19]=[CH:18][N:17]=1.C(O)C(O)C(O)C(O)C(O)C=O.[O-]S([O-])(=O)=O.[Mg+2], predict the reaction product. (6) The product is: [N:1]1[N:2]([C:6]2[CH:23]=[CH:22][CH:21]=[CH:20][C:7]=2[C:8]([N:10]2[C@H:15]([CH3:16])[CH2:14][CH2:13][C@@H:12]([C:17]3[O:18][C:25]([C:26]([O:28][CH2:29][CH3:30])=[O:27])=[C:31]([CH3:32])[N:19]=3)[CH2:11]2)=[O:9])[N:3]=[CH:4][CH:5]=1. Given the reactants [N:1]1[N:2]([C:6]2[CH:23]=[CH:22][CH:21]=[CH:20][C:7]=2[C:8]([N:10]2[C@H:15]([CH3:16])[CH2:14][CH2:13][C@@H:12]([C:17]([NH2:19])=[O:18])[CH2:11]2)=[O:9])[N:3]=[CH:4][CH:5]=1.Cl[CH:25]([C:31](=O)[CH3:32])[C:26]([O:28][CH2:29][CH3:30])=[O:27], predict the reaction product.